Task: Regression. Given a peptide amino acid sequence and an MHC pseudo amino acid sequence, predict their binding affinity value. This is MHC class II binding data.. Dataset: Peptide-MHC class II binding affinity with 134,281 pairs from IEDB (1) The peptide sequence is SQPATGAATVAAGAA. The MHC is DRB4_0101 with pseudo-sequence DRB4_0103. The binding affinity (normalized) is 0. (2) The peptide sequence is RLSFQLVRPPNMTP. The MHC is H-2-IAd with pseudo-sequence H-2-IAd. The binding affinity (normalized) is 0.190. (3) The peptide sequence is KMIGGIGGFIKVRQYDQIPI. The MHC is DRB1_1302 with pseudo-sequence DRB1_1302. The binding affinity (normalized) is 0.311. (4) The peptide sequence is GVLVATNFFGINTIP. The MHC is DRB1_1501 with pseudo-sequence DRB1_1501. The binding affinity (normalized) is 0.474.